From a dataset of Reaction yield outcomes from USPTO patents with 853,638 reactions. Predict the reaction yield, written as a fraction of the theoretical maximum amount of product (1.0 means a 100% yield; for example, 0.34 means a 34% yield). (1) The reactants are [N:1]([CH2:4][CH:5]1[CH2:14][CH2:13][C:12]2[C:7](=[C:8]([C:16]3[CH:21]=[CH:20][CH:19]=[CH:18][C:17]=3[Cl:22])[CH:9]=[C:10]([F:15])[CH:11]=2)[O:6]1)=[N+]=[N-].C1(P(C2C=CC=CC=2)C2C=CC=CC=2)C=CC=CC=1.C(OCC)C.Cl. The catalyst is O1CCCC1.O.CC(O)C.CCCCCC. The product is [ClH:22].[Cl:22][C:17]1[CH:18]=[CH:19][CH:20]=[CH:21][C:16]=1[C:8]1[CH:9]=[C:10]([F:15])[CH:11]=[C:12]2[C:7]=1[O:6][CH:5]([CH2:4][NH2:1])[CH2:14][CH2:13]2. The yield is 0.670. (2) The reactants are [OH:1][C:2]1[C:7]([CH:8]=[O:9])=[CH:6][C:5]([O:10][CH3:11])=[N:4][CH:3]=1.Cl.Cl[CH2:14][C:15]1[C:16]([C:21]2[N:25]([CH2:26][C:27]([O:29][CH2:30][CH3:31])=[O:28])[N:24]=[CH:23][CH:22]=2)=[N:17][CH:18]=[CH:19][CH:20]=1.C([O-])([O-])=O.[K+].[K+]. The catalyst is CN(C=O)C. The product is [CH:8]([C:7]1[CH:6]=[C:5]([O:10][CH3:11])[N:4]=[CH:3][C:2]=1[O:1][CH2:14][C:15]1[C:16]([C:21]2[N:25]([CH2:26][C:27]([O:29][CH2:30][CH3:31])=[O:28])[N:24]=[CH:23][CH:22]=2)=[N:17][CH:18]=[CH:19][CH:20]=1)=[O:9]. The yield is 0.940. (3) The reactants are [CH3:1][O:2][C:3]1[CH:16]=[C:15]([O:17][CH3:18])[CH:14]=[CH:13][C:4]=1[CH2:5][NH:6][C:7]1[CH:12]=[CH:11][N:10]=[CH:9][N:8]=1.[Cl:19][C:20]1[C:21]([F:31])=[C:22]([S:27](Cl)(=[O:29])=[O:28])[CH:23]=[CH:24][C:25]=1[F:26].N12CCN(CC1)CC2. The catalyst is C1COCC1. The product is [Cl:19][C:20]1[C:21]([F:31])=[C:22]([S:27]([N:6]([CH2:5][C:4]2[CH:13]=[CH:14][C:15]([O:17][CH3:18])=[CH:16][C:3]=2[O:2][CH3:1])[C:7]2[CH:12]=[CH:11][N:10]=[CH:9][N:8]=2)(=[O:29])=[O:28])[CH:23]=[CH:24][C:25]=1[F:26]. The yield is 0.530. (4) The reactants are [CH2:1]([C:3]1([CH2:9][CH3:10])[O:8][C:6](=[O:7])[CH2:5][CH2:4]1)[CH3:2].[NH2:11][CH2:12][CH2:13][CH2:14][CH2:15][CH2:16][CH2:17][CH2:18][CH2:19][CH2:20][CH2:21][CH2:22][CH2:23][NH2:24]. The catalyst is O. The product is [NH2:11][CH2:12][CH2:13][CH2:14][CH2:15][CH2:16][CH2:17][CH2:18][CH2:19][CH2:20][CH2:21][CH2:22][CH2:23][NH:24][C:6](=[O:7])[CH2:5][CH2:4][C:3]([OH:8])([CH2:9][CH3:10])[CH2:1][CH3:2]. The yield is 0.300. (5) The reactants are [CH3:1][C@H:2]1[CH2:7][CH2:6][N:5]([C:8]([O:10][C:11]([CH3:14])([CH3:13])[CH3:12])=[O:9])[CH2:4][C@H:3]1[C:15](=O)[NH:16][CH2:17][C:18]1[N:19]=[C:20]2[CH:26]=[CH:25][N:24]([S:27]([C:30]3[CH:36]=[CH:35][C:33]([CH3:34])=[CH:32][CH:31]=3)(=[O:29])=[O:28])[C:21]2=[N:22][CH:23]=1.COC1C=CC(P2(SP(C3C=CC(OC)=CC=3)(=S)S2)=[S:47])=CC=1. The catalyst is O1CCOCC1.CCOC(C)=O. The product is [CH3:1][C@H:2]1[CH2:7][CH2:6][N:5]([C:8]([O:10][C:11]([CH3:14])([CH3:13])[CH3:12])=[O:9])[CH2:4][C@H:3]1[C:15](=[S:47])[NH:16][CH2:17][C:18]1[N:19]=[C:20]2[CH:26]=[CH:25][N:24]([S:27]([C:30]3[CH:36]=[CH:35][C:33]([CH3:34])=[CH:32][CH:31]=3)(=[O:29])=[O:28])[C:21]2=[N:22][CH:23]=1. The yield is 0.900. (6) The reactants are [CH2:1]([O:8][C:9]1[CH:14]=[CH:13][C:12]([CH2:15][C:16](Cl)=[N:17][OH:18])=[CH:11][CH:10]=1)[C:2]1[CH:7]=[CH:6][CH:5]=[CH:4][CH:3]=1.[C:20]([C:22]1[C:23]([NH2:29])=[N:24][C:25]([NH2:28])=[CH:26][CH:27]=1)#[CH:21].C(N(CC)CC)C. The catalyst is O1CCCC1. The product is [CH2:1]([O:8][C:9]1[CH:14]=[CH:13][C:12]([CH2:15][C:16]2[CH:21]=[C:20]([C:22]3[C:23]([NH2:29])=[N:24][C:25]([NH2:28])=[CH:26][CH:27]=3)[O:18][N:17]=2)=[CH:11][CH:10]=1)[C:2]1[CH:7]=[CH:6][CH:5]=[CH:4][CH:3]=1. The yield is 0.270. (7) The reactants are Br[C:2]1[C:11]([C@H:12]([O:18][C:19]([CH3:22])([CH3:21])[CH3:20])[C:13]([O:15][CH2:16][CH3:17])=[O:14])=[C:10]([CH3:23])[CH:9]=[C:8]2[C:3]=1[CH:4]=[CH:5][C:6]([CH3:25])=[N+:7]2[O-:24].[C:26]1(B(O)O)[CH2:31][CH2:30][CH2:29][CH2:28][CH:27]=1.C([O-])([O-])=O.[K+].[K+]. The catalyst is COCCOC.C1C=CC([P]([Pd]([P](C2C=CC=CC=2)(C2C=CC=CC=2)C2C=CC=CC=2)([P](C2C=CC=CC=2)(C2C=CC=CC=2)C2C=CC=CC=2)[P](C2C=CC=CC=2)(C2C=CC=CC=2)C2C=CC=CC=2)(C2C=CC=CC=2)C2C=CC=CC=2)=CC=1. The product is [C:19]([O:18][C@@H:12]([C:11]1[C:2]([C:26]2[CH2:31][CH2:30][CH2:29][CH2:28][CH:27]=2)=[C:3]2[C:8](=[CH:9][C:10]=1[CH3:23])[N+:7]([O-:24])=[C:6]([CH3:25])[CH:5]=[CH:4]2)[C:13]([O:15][CH2:16][CH3:17])=[O:14])([CH3:22])([CH3:21])[CH3:20]. The yield is 0.680. (8) The reactants are [CH:1]([NH:4]C(C)C)(C)[CH3:2].C([Li])CCC.[N:13]1[C:22]2[C:21](=[O:23])[CH2:20][CH2:19][CH2:18][C:17]=2[CH:16]=[CH:15][CH:14]=1.BrCC#N. The catalyst is O1CCCC1. The product is [O:23]=[C:21]1[C:22]2[N:13]=[CH:14][CH:15]=[CH:16][C:17]=2[CH2:18][CH2:19][CH:20]1[CH2:2][C:1]#[N:4]. The yield is 0.430. (9) The reactants are [N+:1]([C:4]1[CH:12]=[C:11]2[C:7]([CH:8]=[N:9][NH:10]2)=[CH:6][CH:5]=1)([O-:3])=[O:2].[N+:13]([O-])([OH:15])=[O:14]. The catalyst is C(O)(=O)C. The product is [N+:13]([C:5]1[CH:6]=[C:7]2[C:11](=[CH:12][C:4]=1[N+:1]([O-:3])=[O:2])[NH:10][N:9]=[CH:8]2)([O-:15])=[O:14]. The yield is 0.286. (10) The reactants are [C:1]1([S:7]([N:10]2[C:14]3=[N:15][CH:16]=[C:17]([N+:34]([O-])=O)[C:18]([NH:19][CH:20]4[CH2:25][CH2:24][N:23]([CH2:26][C:27]5[CH:32]=[CH:31][CH:30]=[CH:29][CH:28]=5)[CH2:22][CH:21]4[CH3:33])=[C:13]3[CH:12]=[CH:11]2)(=[O:9])=[O:8])[CH:6]=[CH:5][CH:4]=[CH:3][CH:2]=1.C(OCC)(OCC)[O:38][CH2:39][CH3:40]. The catalyst is C(O)(=O)C.[Fe]. The product is [C:1]1([S:7]([N:10]2[C:14]3=[N:15][CH:16]=[C:17]([NH:34][C:39](=[O:38])[CH3:40])[C:18]([NH:19][CH:20]4[CH2:25][CH2:24][N:23]([CH2:26][C:27]5[CH:32]=[CH:31][CH:30]=[CH:29][CH:28]=5)[CH2:22][CH:21]4[CH3:33])=[C:13]3[CH:12]=[CH:11]2)(=[O:9])=[O:8])[CH:6]=[CH:5][CH:4]=[CH:3][CH:2]=1. The yield is 0.100.